From a dataset of Full USPTO retrosynthesis dataset with 1.9M reactions from patents (1976-2016). Predict the reactants needed to synthesize the given product. (1) Given the product [CH3:20][N:13]1[C:14](=[O:19])[C:15]2=[C:16]([S:17][CH3:18])[N:8]([CH2:7][C:6]3[CH:27]=[CH:28][C:3]([CH:37]4[CH2:42][CH2:41][CH2:40][CH2:39][N:38]4[CH3:43])=[CH:4][CH:5]=3)[N:9]=[C:10]2[N:11]([CH2:22][C:23]([CH3:25])([CH3:24])[CH3:26])[C:12]1=[O:21], predict the reactants needed to synthesize it. The reactants are: CO[C:3]1[CH:28]=[CH:27][C:6]([CH2:7][N:8]2[C:16]([S:17][CH3:18])=[C:15]3[C:10]([N:11]([CH2:22][C:23]([CH3:26])([CH3:25])[CH3:24])[C:12](=[O:21])[N:13]([CH3:20])[C:14]3=[O:19])=[N:9]2)=[CH:5][CH:4]=1.ClCC1C=CC([CH:37]2[CH2:42][CH2:41][CH2:40][CH2:39][N:38]2[CH3:43])=CC=1. (2) The reactants are: [NH2:1][C:2]1[CH:6]=[CH:5][NH:4][C:3]=1[C:7]([O:9]CC)=O.C(O)(=O)C.[CH:16](N)=[NH:17]. Given the product [N:1]1[C:2]2[CH:6]=[CH:5][NH:4][C:3]=2[C:7](=[O:9])[NH:17][CH:16]=1, predict the reactants needed to synthesize it. (3) Given the product [C:8]([NH:7][C:6]1[C:5]([OH:37])=[CH:4][C:3]([O:2][CH3:1])=[C:12]([CH2:13][CH2:14][N:15]2[CH2:20][CH2:19][CH:18]([N:21]3[C:29]4[C:24](=[CH:25][CH:26]=[C:27]([C:30]([NH2:32])=[O:31])[CH:28]=4)[CH:23]=[CH:22]3)[CH2:17][CH2:16]2)[CH:11]=1)(=[O:9])[CH3:10], predict the reactants needed to synthesize it. The reactants are: [CH3:1][O:2][C:3]1[C:12]([CH2:13][CH2:14][N:15]2[CH2:20][CH2:19][CH:18]([N:21]3[C:29]4[C:24](=[CH:25][CH:26]=[C:27]([C:30]([NH2:32])=[O:31])[CH:28]=4)[CH:23]=[CH:22]3)[CH2:17][CH2:16]2)=[CH:11][C:6]2[N:7]=[C:8]([CH3:10])[O:9][C:5]=2[CH:4]=1.[Cl-].[Na+].Cl.C(=O)(O)[O-:37].[Na+]. (4) Given the product [Cl:1][C:2]1[CH:3]=[C:4]([CH:20]=[CH:21][C:22]=1[C:23]([N:25]1[CH2:29][CH2:28][CH2:27][CH:26]1[C:30]([OH:32])=[O:31])=[O:24])[C:5]([NH:7][CH:8]([C:10]1[NH:14][C:13]2[CH:15]=[CH:16][C:17]([Cl:19])=[CH:18][C:12]=2[N:11]=1)[CH3:9])=[O:6], predict the reactants needed to synthesize it. The reactants are: [Cl:1][C:2]1[CH:3]=[C:4]([CH:20]=[CH:21][C:22]=1[C:23]([N:25]1[CH2:29][CH2:28][CH2:27][CH:26]1[C:30]([O:32]C)=[O:31])=[O:24])[C:5]([NH:7][CH:8]([C:10]1[NH:14][C:13]2[CH:15]=[CH:16][C:17]([Cl:19])=[CH:18][C:12]=2[N:11]=1)[CH3:9])=[O:6].[OH-].[Na+].ClCl. (5) Given the product [Cl:42][CH2:24][C:15]1[CH:14]=[C:13]([NH:12][C:9]2[N:8]=[CH:7][C:6]([O:5][CH2:4][C:3]3[C:2]([F:1])=[C:29]([O:30][CH3:31])[CH:28]=[C:27]([O:32][CH3:33])[C:26]=3[F:34])=[CH:11][N:10]=2)[NH:17][N:16]=1, predict the reactants needed to synthesize it. The reactants are: [F:1][C:2]1[C:29]([O:30][CH3:31])=[CH:28][C:27]([O:32][CH3:33])=[C:26]([F:34])[C:3]=1[CH2:4][O:5][C:6]1[CH:7]=[N:8][C:9]([NH:12][C:13]2[N:17](C3CCCCO3)[N:16]=[C:15]([CH2:24]O)[CH:14]=2)=[N:10][CH:11]=1.C(N(CC)CC)C.[Cl:42]CCl.CS(Cl)(=O)=O. (6) The reactants are: [NH2:1][C:2]1[CH:9]=[CH:8][C:7]([S:10]([C:13]2[CH:18]=[CH:17][CH:16]=[CH:15][CH:14]=2)(=[O:12])=[O:11])=[CH:6][C:3]=1[C:4]#[N:5].[N:19]([O-])=O.[Na+].Cl[Sn]Cl. Given the product [C:13]1([S:10]([C:7]2[CH:6]=[C:3]3[C:2](=[CH:9][CH:8]=2)[NH:1][N:5]=[C:4]3[NH2:19])(=[O:12])=[O:11])[CH:14]=[CH:15][CH:16]=[CH:17][CH:18]=1, predict the reactants needed to synthesize it.